From a dataset of Full USPTO retrosynthesis dataset with 1.9M reactions from patents (1976-2016). Predict the reactants needed to synthesize the given product. Given the product [Br:17][C:15]1[CH:16]=[C:11]([NH:9][C:7]2[CH:6]=[CH:5][N:4]=[C:3]([CH2:1][CH3:2])[N:8]=2)[C:12](=[O:19])[N:13]([CH3:18])[CH:14]=1, predict the reactants needed to synthesize it. The reactants are: [CH2:1]([C:3]1[N:8]=[C:7]([NH2:9])[CH:6]=[CH:5][N:4]=1)[CH3:2].Br[C:11]1[C:12](=[O:19])[N:13]([CH3:18])[CH:14]=[C:15]([Br:17])[CH:16]=1.CC1(C)C2C(=C(P(C3C=CC=CC=3)C3C=CC=CC=3)C=CC=2)OC2C(P(C3C=CC=CC=3)C3C=CC=CC=3)=CC=CC1=2.C([O-])([O-])=O.[Cs+].[Cs+].